From a dataset of Full USPTO retrosynthesis dataset with 1.9M reactions from patents (1976-2016). Predict the reactants needed to synthesize the given product. (1) Given the product [C:28]([O:27][C:25]([C:24]1[CH:32]=[CH:33][C:21]([C:2]2[CH:3]=[C:4]([CH:8]=[C:9]([O:11][CH3:12])[N:10]=2)[C:5]([OH:7])=[O:6])=[CH:22][CH:23]=1)=[O:26])([CH3:31])([CH3:29])[CH3:30], predict the reactants needed to synthesize it. The reactants are: Cl[C:2]1[CH:3]=[C:4]([CH:8]=[C:9]([O:11][CH3:12])[N:10]=1)[C:5]([OH:7])=[O:6].CC1(C)C(C)(C)OB([C:21]2[CH:33]=[CH:32][C:24]([C:25]([O:27][C:28]([CH3:31])([CH3:30])[CH3:29])=[O:26])=[CH:23][CH:22]=2)O1.O1CCOCC1.C(=O)([O-])[O-].[Na+].[Na+]. (2) Given the product [C:6]1([CH3:12])[CH:11]=[CH:10][CH:9]=[CH:8][CH:7]=1.[CH2:1]1[CH2:5][O:4][CH2:3][CH2:2]1, predict the reactants needed to synthesize it. The reactants are: [CH2:1]1[CH2:5][O:4][CH2:3][CH2:2]1.[C:6]1([CH3:12])[CH:11]=[CH:10][CH:9]=[CH:8][CH:7]=1. (3) Given the product [C:10]1([C:7]([C:1]2[CH:2]=[CH:3][CH:4]=[CH:5][CH:6]=2)([C@@H:33]2[CH2:29][CH2:30][N:31]([S:34]([C:37]3[CH:43]=[CH:42][C:40]([CH3:41])=[CH:39][CH:38]=3)(=[O:36])=[O:35])[CH2:32]2)[C:8]#[N:9])[CH:11]=[CH:12][CH:13]=[CH:14][CH:15]=1, predict the reactants needed to synthesize it. The reactants are: [C:1]1([CH:7]([C:10]2[CH:15]=[CH:14][CH:13]=[CH:12][CH:11]=2)[C:8]#[N:9])[CH:6]=[CH:5][CH:4]=[CH:3][CH:2]=1.[H-].[Na+].CC1C=CC(S(O[C@H:29]2[CH2:33][CH2:32][N:31]([S:34]([C:37]3[CH:43]=[CH:42][C:40]([CH3:41])=[CH:39][CH:38]=3)(=[O:36])=[O:35])[CH2:30]2)(=O)=O)=CC=1.O. (4) The reactants are: [CH3:1][N:2]1[C:10]2[C:5](=[CH:6][C:7]([NH2:11])=[CH:8][CH:9]=2)[CH:4]=[C:3]1[CH3:12].C(N(CC)C(C)C)(C)C.Br[CH2:23][C:24]1[CH:34]=[CH:33][C:32]([O:35][CH3:36])=[CH:31][C:25]=1[C:26](OCC)=[O:27].O[Li].O. Given the product [CH3:1][N:2]1[C:10]2[C:5](=[CH:6][C:7]([N:11]3[CH2:23][C:24]4[C:25](=[CH:31][C:32]([O:35][CH3:36])=[CH:33][CH:34]=4)[C:26]3=[O:27])=[CH:8][CH:9]=2)[CH:4]=[C:3]1[CH3:12], predict the reactants needed to synthesize it. (5) Given the product [Cl-:8].[CH2:1]([NH+:3]([CH2:6][CH3:7])[CH2:4][CH3:5])[CH3:2].[Cl:8][C:9]([O:11][CH2:12][CH:13]([CH3:15])[CH3:14])=[O:10], predict the reactants needed to synthesize it. The reactants are: [CH2:1]([N:3]([CH2:6][CH3:7])[CH2:4][CH3:5])[CH3:2].[Cl:8][C:9]([O:11][CH2:12][CH:13]([CH3:15])[CH3:14])=[O:10].C(OC(N1C[C@@H](NC(OCC2C=CC=CC=2)=O)C[C@H]1CO)=O)C1C=CC=CC=1. (6) Given the product [F:30][C:29]([F:32])([F:31])[C:27]([OH:33])=[O:28].[F:30][C:29]([F:32])([F:31])[C:27]([OH:33])=[O:28].[NH:16]1[CH2:17][CH2:18][CH2:19][CH:14]([C:12]([N:9]2[CH2:10][CH2:11][CH:7]([C:3]3[CH:2]=[N:1][CH:6]=[CH:5][CH:4]=3)[CH2:8]2)=[O:13])[CH2:15]1, predict the reactants needed to synthesize it. The reactants are: [N:1]1[CH:6]=[CH:5][CH:4]=[C:3]([CH:7]2[CH2:11][CH2:10][N:9]([C:12]([CH:14]3[CH2:19][CH2:18][CH2:17][N:16](C(OC(C)(C)C)=O)[CH2:15]3)=[O:13])[CH2:8]2)[CH:2]=1.[C:27]([OH:33])([C:29]([F:32])([F:31])[F:30])=[O:28]. (7) Given the product [Br:1][C:2]1[S:3][C:4]([C:7]2[C:9]([C:10]#[N:11])=[CH:12][N:28]=[C:26]([NH:25][CH2:24][CH2:23][N:19]3[CH2:20][CH2:21][NH:22][C:18]3=[O:17])[N:27]=2)=[CH:5][CH:6]=1, predict the reactants needed to synthesize it. The reactants are: [Br:1][C:2]1[S:3][C:4]([C:7]([C:9](=[CH:12]N(C)C)[C:10]#[N:11])=O)=[CH:5][CH:6]=1.Cl.[O:17]=[C:18]1[NH:22][CH2:21][CH2:20][N:19]1[CH2:23][CH2:24][NH:25][C:26]([NH2:28])=[NH:27].C(=O)([O-])[O-].[Cs+].[Cs+]. (8) Given the product [C:1]([O:5][C:6]([N:8]1[CH2:14][CH2:13][CH2:12][N:11]([C:24](=[S:25])[NH2:23])[CH2:10][CH2:9]1)=[O:7])([CH3:4])([CH3:2])[CH3:3], predict the reactants needed to synthesize it. The reactants are: [C:1]([O:5][C:6]([N:8]1[CH2:14][CH2:13][CH2:12][NH:11][CH2:10][CH2:9]1)=[O:7])([CH3:4])([CH3:3])[CH3:2].C([N:23]=[C:24]=[S:25])(=O)C1C=CC=CC=1.